From a dataset of CYP1A2 inhibition data for predicting drug metabolism from PubChem BioAssay. Regression/Classification. Given a drug SMILES string, predict its absorption, distribution, metabolism, or excretion properties. Task type varies by dataset: regression for continuous measurements (e.g., permeability, clearance, half-life) or binary classification for categorical outcomes (e.g., BBB penetration, CYP inhibition). Dataset: cyp1a2_veith. (1) The drug is COc1cc(/C=C(\C#N)C(=O)NCC2CCCO2)c([N+](=O)[O-])cc1OC. The result is 1 (inhibitor). (2) The molecule is Cn1cccc1C(=O)N1CCC[C@@]2(CCN(C(=O)Nc3cccc(C#N)c3)C2)C1. The result is 0 (non-inhibitor). (3) The compound is Cc1ccc(/C=N/n2c(-c3cccs3)n[nH]c2=S)cc1. The result is 1 (inhibitor). (4) The molecule is O=c1c(-c2cccs2)nc2cnc(Oc3ccccc3)nc2n1C1CC1. The result is 1 (inhibitor). (5) The drug is N#C/C(=C\c1ccc(O)c(O)c1)C(=O)NCCCc1ccccc1. The result is 1 (inhibitor). (6) The compound is O=C(c1csnn1)N1CCC2(CC1)CCN(c1ccncc1)CC2. The result is 0 (non-inhibitor). (7) The compound is CCOc1ccc2nc(NC(=O)c3ccc(S(=O)(=O)N4CCOCC4)cc3)sc2c1. The result is 0 (non-inhibitor). (8) The compound is NNc1nncc2ccccc12. The result is 1 (inhibitor).